Dataset: Full USPTO retrosynthesis dataset with 1.9M reactions from patents (1976-2016). Task: Predict the reactants needed to synthesize the given product. (1) Given the product [Br:1][C:2]1[CH:7]=[CH:6][C:5]([Cl:8])=[CH:4][C:3]=1[CH2:9][CH2:10][S:11]([Cl:17])(=[O:14])=[O:12], predict the reactants needed to synthesize it. The reactants are: [Br:1][C:2]1[CH:7]=[CH:6][C:5]([Cl:8])=[CH:4][C:3]=1[CH2:9][CH2:10][S:11]([OH:14])(=O)=[O:12].S(Cl)([Cl:17])=O.CN(C)C=O. (2) The reactants are: [C:1](N)(=O)[CH2:2][CH2:3]C(N)=O.CCN([CH:15]([CH3:17])[CH3:16])C(C)C.[C:18]([O-:25])(=[O:24])[CH2:19][CH2:20][C:21]([O-:23])=[O:22].CN(C(ON1N=NC2C=CC=NC1=2)=[N+](C)C)C.F[P-](F)(F)(F)(F)F. Given the product [CH2:3]([O:22][C:21](=[O:23])[CH2:20][CH2:19][C:18]([O:25][CH2:17][CH:15]=[CH2:16])=[O:24])[CH:2]=[CH2:1], predict the reactants needed to synthesize it. (3) Given the product [CH2:23]([C:17]1[C:15](=[O:16])[N:13]=[C:12]([CH2:11][CH2:10][C:7]2[CH:6]=[CH:5][C:4]([F:3])=[CH:9][CH:8]=2)[NH:14][CH:18]=1)[CH3:24], predict the reactants needed to synthesize it. The reactants are: [Na].Cl.[F:3][C:4]1[CH:9]=[CH:8][C:7]([CH2:10][CH2:11][C:12]([NH2:14])=[NH:13])=[CH:6][CH:5]=1.[CH:15]([CH:17]([CH2:23][CH3:24])[C:18](OCC)=O)=[O:16]. (4) Given the product [OH:26][C:8]1([C:5]2[CH:6]=[CH:7][C:2]([C:28]#[N:29])=[CH:3][CH:4]=2)[CH2:13][CH2:12][N:11]([C:14](=[O:15])[C:16]2[CH:21]=[CH:20][C:19]([CH3:22])=[C:18]([N+:23]([O-:25])=[O:24])[CH:17]=2)[CH2:10][CH2:9]1, predict the reactants needed to synthesize it. The reactants are: Br[C:2]1[CH:7]=[CH:6][C:5]([C:8]2([OH:26])[CH2:13][CH2:12][N:11]([C:14]([C:16]3[CH:21]=[CH:20][C:19]([CH3:22])=[C:18]([N+:23]([O-:25])=[O:24])[CH:17]=3)=[O:15])[CH2:10][CH2:9]2)=[CH:4][CH:3]=1.[Cu][C:28]#[N:29].CCOC(C)=O. (5) Given the product [CH3:9][Si:10]([Cl:13])([Cl:12])[Cl:11].[CH3:22][Si:10]([Cl:13])([C:9]1[CH:18]=[CH:19][CH:14]=[CH:15][CH:16]=1)[C:1]1[CH:6]=[CH:5][CH:4]=[CH:3][CH:2]=1, predict the reactants needed to synthesize it. The reactants are: [C:1]1([Mg]Cl)[CH:6]=[CH:5][CH:4]=[CH:3][CH:2]=1.[CH3:9][Si:10]([Cl:13])([Cl:12])[Cl:11].[C:14]1([Mg]Cl)[CH:19]=[CH:18][CH:22]=[CH:16][CH:15]=1.[CH2:22](OCC)C.[C:14]1(Cl)[CH:19]=[CH:18]C=[CH:16][CH:15]=1.C[Si](Cl)(Cl)Cl.C1([Mg]Cl)C=CC=CC=1.C1([Mg]Cl)C=CC=CC=1.C(OCC)C.C[Si](Cl)(Cl)Cl. (6) Given the product [CH3:1][O:2][C:3](=[O:21])[C:4]1[CH:18]=[C:17]([O:19][CH3:20])[CH:16]=[C:6]([C:7]([NH:9][CH:10]2[CH2:11][CH2:12][N:13]([CH2:75][C:74]3[CH:77]=[C:78]([O:81][CH2:82][CH3:83])[C:79]([F:80])=[C:72]([O:71][CH2:69][CH3:70])[CH:73]=3)[CH2:14][CH2:15]2)=[O:8])[CH:5]=1, predict the reactants needed to synthesize it. The reactants are: [CH3:1][O:2][C:3](=[O:21])[C:4]1[CH:18]=[C:17]([O:19][CH3:20])[CH:16]=[C:6]([C:7]([NH:9][CH:10]2[CH2:15][CH2:14][NH:13][CH2:12][CH2:11]2)=[O:8])[CH:5]=1.COC(=O)C1C=C(OC)C=C(C(O)=O)C=1.C(OC(N1CCC(N)CC1)=O)(C)(C)C.ClC1N=C(OC)N=C(OC)N=1.C(O)(C(F)(F)F)=O.[CH2:69]([O:71][C:72]1[CH:73]=[C:74]([CH:77]=[C:78]([O:81][CH2:82][CH3:83])[C:79]=1[F:80])[CH:75]=O)[CH3:70].C([BH3-])#N.[Na+].C(N(C(C)C)C(C)C)C.